From a dataset of Forward reaction prediction with 1.9M reactions from USPTO patents (1976-2016). Predict the product of the given reaction. (1) Given the reactants [CH3:1][O:2][C:3]1[CH:8]=[C:7]([N+:9]([O-:11])=[O:10])[CH:6]=[CH:5][C:4]=1[OH:12].C(=O)([O-])[O-].[K+].[K+].CS(O[C@H:24]1[CH2:28][CH2:27][N:26]([C:29]([O:31][C:32]([CH3:35])([CH3:34])[CH3:33])=[O:30])[CH2:25]1)(=O)=O, predict the reaction product. The product is: [CH3:1][O:2][C:3]1[CH:8]=[C:7]([N+:9]([O-:11])=[O:10])[CH:6]=[CH:5][C:4]=1[O:12][C@@H:28]1[CH2:24][CH2:25][N:26]([C:29]([O:31][C:32]([CH3:35])([CH3:34])[CH3:33])=[O:30])[CH2:27]1. (2) Given the reactants [Na].[O:2]=[S:3]1(=[O:32])[C:9]2[CH:10]=[C:11]([O:15][CH2:16][C:17]([OH:19])=[O:18])[C:12](Br)=[CH:13][C:8]=2[N:7]([C:20]2[CH:25]=[CH:24][CH:23]=[CH:22][CH:21]=2)[CH2:6][C:5]([CH2:28][CH2:29][CH2:30][CH3:31])([CH2:26][CH3:27])[CH2:4]1, predict the reaction product. The product is: [O:2]=[S:3]1(=[O:32])[C:9]2[CH:10]=[C:11]([O:15][CH2:16][C:17]([OH:19])=[O:18])[C:12]([O:15][CH:11]([CH3:12])[CH3:10])=[CH:13][C:8]=2[N:7]([C:20]2[CH:25]=[CH:24][CH:23]=[CH:22][CH:21]=2)[CH2:6][C:5]([CH2:28][CH2:29][CH2:30][CH3:31])([CH2:26][CH3:27])[CH2:4]1. (3) Given the reactants [NH2:1][CH2:2][CH:3]1[CH:8]([CH3:9])[CH2:7][CH2:6][CH2:5][N:4]1[C:10]([C:12]1[N:13]=[C:14]([CH3:24])[S:15][C:16]=1[C:17]1[CH:22]=[CH:21][C:20]([F:23])=[CH:19][CH:18]=1)=[O:11].Cl[C:26]1[CH:31]=[CH:30][C:29]([C:32]([F:35])([F:34])[F:33])=[CH:28][N:27]=1.C([O-])([O-])=O.[K+].[K+], predict the reaction product. The product is: [F:23][C:20]1[CH:19]=[CH:18][C:17]([C:16]2[S:15][C:14]([CH3:24])=[N:13][C:12]=2[C:10]([N:4]2[CH2:5][CH2:6][CH2:7][C@H:8]([CH3:9])[C@@H:3]2[CH2:2][NH:1][C:26]2[CH:31]=[CH:30][C:29]([C:32]([F:35])([F:34])[F:33])=[CH:28][N:27]=2)=[O:11])=[CH:22][CH:21]=1. (4) Given the reactants Cl[C:2]1[CH:7]=[CH:6][C:5]([N+:8]([O-:10])=[O:9])=[CH:4][N:3]=1.Cl.[F:12][C:13]1([F:17])[CH2:16][NH:15][CH2:14]1, predict the reaction product. The product is: [N+:8]([C:5]1[CH:6]=[CH:7][C:2]([N:15]2[CH2:16][C:13]([F:17])([F:12])[CH2:14]2)=[N:3][CH:4]=1)([O-:10])=[O:9].